From a dataset of Forward reaction prediction with 1.9M reactions from USPTO patents (1976-2016). Predict the product of the given reaction. Given the reactants [Cl:1][C:2]1[CH:3]=[C:4]2[C:8](=[CH:9][CH:10]=1)[NH:7][CH:6]=[C:5]2[CH2:11][CH2:12][NH:13][C:14](=[O:22])[C:15]1[CH:20]=[CH:19][C:18](I)=[CH:17][CH:16]=1.[Cl:23][C:24]1[CH:29]=[CH:28][CH:27]=[CH:26][C:25]=1B(O)O.C(=O)([O-])[O-].[Na+].[Na+], predict the reaction product. The product is: [Cl:23][C:24]1[CH:29]=[CH:28][CH:27]=[CH:26][C:25]=1[C:18]1[CH:19]=[CH:20][C:15]([C:14]([NH:13][CH2:12][CH2:11][C:5]2[C:4]3[C:8](=[CH:9][CH:10]=[C:2]([Cl:1])[CH:3]=3)[NH:7][CH:6]=2)=[O:22])=[CH:16][CH:17]=1.